Dataset: Reaction yield outcomes from USPTO patents with 853,638 reactions. Task: Predict the reaction yield, written as a fraction of the theoretical maximum amount of product (1.0 means a 100% yield; for example, 0.34 means a 34% yield). The reactants are [C:1]1([OH:7])[CH:6]=[CH:5][CH:4]=[CH:3][CH:2]=1.C(=O)([O-])[O-].[K+].[K+].Br[CH2:15][CH2:16][CH2:17][CH2:18][CH3:19]. The yield is 0.900. The catalyst is CC(C)=O. The product is [CH2:15]([O:7][C:1]1[CH:6]=[CH:5][CH:4]=[CH:3][CH:2]=1)[CH2:16][CH2:17][CH2:18][CH3:19].